Task: Predict the reactants needed to synthesize the given product.. Dataset: Full USPTO retrosynthesis dataset with 1.9M reactions from patents (1976-2016) (1) Given the product [CH:19]1([C:17]([NH:16][C:14]2[N:15]=[C:10]3[CH:9]=[CH:8][C:7]([O:6][C:5]4[CH:22]=[CH:23][C:2]([NH:1][C:38]([C:34]5[C:33](=[O:41])[N:32]([C:29]6[CH:30]=[CH:31][C:26]([F:25])=[CH:27][C:28]=6[CH3:42])[CH:37]=[CH:36][CH:35]=5)=[O:39])=[CH:3][C:4]=4[F:24])=[CH:12][N:11]3[CH:13]=2)=[O:18])[CH2:21][CH2:20]1, predict the reactants needed to synthesize it. The reactants are: [NH2:1][C:2]1[CH:23]=[CH:22][C:5]([O:6][C:7]2[CH:8]=[CH:9][C:10]3[N:11]([CH:13]=[C:14]([NH:16][C:17]([CH:19]4[CH2:21][CH2:20]4)=[O:18])[N:15]=3)[CH:12]=2)=[C:4]([F:24])[CH:3]=1.[F:25][C:26]1[CH:31]=[CH:30][C:29]([N:32]2[CH:37]=[CH:36][CH:35]=[C:34]([C:38](O)=[O:39])[C:33]2=[O:41])=[C:28]([CH3:42])[CH:27]=1.C(N(CC)C(C)C)(C)C.CN(C(ON1N=NC2C=CC=NC1=2)=[N+](C)C)C.F[P-](F)(F)(F)(F)F.C(=O)([O-])O.[Na+]. (2) Given the product [C:20]([O:10][C:9]([C:7]1[S:6][C:5]2[CH:12]=[CH:13][C:2]([OH:1])=[CH:3][C:4]=2[CH:8]=1)=[O:11])(=[O:27])[C:21]1[CH:26]=[CH:25][CH:24]=[CH:23][CH:22]=1, predict the reactants needed to synthesize it. The reactants are: [OH:1][C:2]1[CH:13]=[CH:12][C:5]2[S:6][C:7]([C:9]([OH:11])=[O:10])=[CH:8][C:4]=2[CH:3]=1.N1C=CC=CC=1.[C:20](Cl)(=[O:27])[C:21]1[CH:26]=[CH:25][CH:24]=[CH:23][CH:22]=1.C(O)(=O)CC(CC(O)=O)(C(O)=O)O. (3) Given the product [C:1]([C:3]1[C:8]2[N:9]=[C:10]([C:12]3[CH:17]=[CH:16][CH:15]=[C:14]([OH:18])[C:13]=3[CH2:20][CH3:21])[S:11][C:7]=2[CH:6]=[C:5]([OH:22])[CH:4]=1)#[N:2], predict the reactants needed to synthesize it. The reactants are: [C:1]([C:3]1[C:8]2[N:9]=[C:10]([C:12]3[CH:17]=[CH:16][CH:15]=[C:14]([O:18]C)[C:13]=3[CH2:20][CH3:21])[S:11][C:7]=2[CH:6]=[C:5]([O:22]C)[CH:4]=1)#[N:2].B(Br)(Br)Br. (4) Given the product [F:1][C:2]1[C:7]2[N:8]=[CH:9][O:10][C:6]=2[CH:5]=[C:4]([C:11]([OH:13])=[O:12])[C:3]=1[NH:14][C:15]1[CH:20]=[CH:19][C:18]([I:29])=[CH:17][C:16]=1[F:21], predict the reactants needed to synthesize it. The reactants are: [F:1][C:2]1[C:7]2[N:8]=[CH:9][O:10][C:6]=2[CH:5]=[C:4]([C:11]([OH:13])=[O:12])[C:3]=1[NH:14][C:15]1[CH:20]=[CH:19][CH:18]=[CH:17][C:16]=1[F:21].C1C(=O)N([I:29])C(=O)C1.FC(F)(F)C(O)=O.FC(F)(F)S(O)(=O)=O.CS(O)(=O)=O.S1(CCCC1)(=O)=O. (5) Given the product [Br:1][C:24]1[C:19]([O:18][CH3:17])=[CH:20][C:21]([N:25]2[CH2:30][CH2:29][N:28]([CH3:31])[CH2:27][C@@H:26]2[CH3:32])=[N:22][CH:23]=1, predict the reactants needed to synthesize it. The reactants are: [Br:1]C1C=C(OC)C(N2CCN(C)CC2)=NC=1.[CH3:17][O:18][C:19]1[CH:24]=[CH:23][N:22]=[C:21]([N:25]2[CH2:30][CH2:29][N:28]([CH3:31])[CH2:27][C@@H:26]2[CH3:32])[CH:20]=1. (6) Given the product [CH3:26][O:25][C:22]1[CH:23]=[CH:24][C:19]([CH2:18][N:11]([C:12]2[CH:17]=[CH:16][CH:15]=[CH:14][CH:13]=2)[C:4]2[C:5]3[N:6]([CH:8]=[CH:9][N:10]=3)[N:7]=[C:2]([C:28]#[N:30])[CH:3]=2)=[CH:20][CH:21]=1, predict the reactants needed to synthesize it. The reactants are: Cl[C:2]1[CH:3]=[C:4]([N:11]([CH2:18][C:19]2[CH:24]=[CH:23][C:22]([O:25][CH3:26])=[CH:21][CH:20]=2)[C:12]2[CH:17]=[CH:16][CH:15]=[CH:14][CH:13]=2)[C:5]2[N:6]([CH:8]=[CH:9][N:10]=2)[N:7]=1.C[C:28]([N:30](C)C)=O. (7) Given the product [CH2:2]([C:4]1[CH:23]=[CH:22][CH:21]=[C:20]([CH3:24])[C:5]=1[CH2:6][NH:7][C:8]1[C:9]2[N:10]([N:16]=[C:17]([CH3:19])[N:18]=2)[CH:11]=[C:12]([CH2:14][NH:26][CH3:25])[CH:13]=1)[CH3:3], predict the reactants needed to synthesize it. The reactants are: Cl.[CH2:2]([C:4]1[CH:23]=[CH:22][CH:21]=[C:20]([CH3:24])[C:5]=1[CH2:6][NH:7][C:8]1[C:9]2[N:10]([N:16]=[C:17]([CH3:19])[N:18]=2)[CH:11]=[C:12]([CH2:14]Cl)[CH:13]=1)[CH3:3].[CH3:25][NH2:26].